Predict the product of the given reaction. From a dataset of Forward reaction prediction with 1.9M reactions from USPTO patents (1976-2016). (1) Given the reactants C[O:2][C:3](=[O:17])[C:4]1[CH:9]=[C:8]([S:10]([CH:13]2[CH2:15][CH2:14]2)(=[O:12])=[O:11])[CH:7]=[CH:6][C:5]=1[OH:16].[CH3:18][CH:19](O)[CH3:20].C1(P(C2C=CC=CC=2)C2C=CC=CN=2)C=CC=CC=1.N(C(OC(C)(C)C)=O)=NC(OC(C)(C)C)=O.[OH-].[Na+], predict the reaction product. The product is: [CH:13]1([S:10]([C:8]2[CH:7]=[CH:6][C:5]([O:16][CH:19]([CH3:20])[CH3:18])=[C:4]([CH:9]=2)[C:3]([OH:2])=[O:17])(=[O:12])=[O:11])[CH2:15][CH2:14]1. (2) Given the reactants [OH:1][CH:2]([C:28]1[CH:33]=[CH:32][C:31]([C:34]([O:36][CH3:37])=[O:35])=[CH:30][CH:29]=1)[CH:3]([CH2:14][C:15]1[CH:20]=[CH:19][CH:18]=[C:17]([O:21][C:22]([F:27])([F:26])[CH:23]([F:25])[F:24])[CH:16]=1)[C:4]([O:6]CC1C=CC=CC=1)=[O:5], predict the reaction product. The product is: [OH:1][CH:2]([C:28]1[CH:33]=[CH:32][C:31]([C:34]([O:36][CH3:37])=[O:35])=[CH:30][CH:29]=1)[CH:3]([CH2:14][C:15]1[CH:20]=[CH:19][CH:18]=[C:17]([O:21][C:22]([F:27])([F:26])[CH:23]([F:25])[F:24])[CH:16]=1)[C:4]([OH:6])=[O:5]. (3) Given the reactants [Cl:1][C:2]1[C:7]2[CH2:8][CH2:9][NH:10][C:6]=2[CH:5]=[CH:4][N:3]=1.CCN(CC)CC.[N:18]([C:21](Cl)=[O:22])([CH3:20])[CH3:19], predict the reaction product. The product is: [Cl:1][C:2]1[C:7]2[CH2:8][CH2:9][N:10]([C:21]([N:18]([CH3:20])[CH3:19])=[O:22])[C:6]=2[CH:5]=[CH:4][N:3]=1.